From a dataset of Catalyst prediction with 721,799 reactions and 888 catalyst types from USPTO. Predict which catalyst facilitates the given reaction. (1) Reactant: [S:1]1(=[O:8])(=[O:7])[CH2:6][CH2:5][CH2:4][CH2:3][NH:2]1.C[Si]([N-][Si](C)(C)C)(C)C.[Li+].[F:19][C:20]1[CH:47]=[CH:46][C:23]([CH2:24][N:25]2[C:30](=[O:31])[C:29]3[C:32]([O:41][CH3:42])=[C:33]4[C:38](=[O:39])[N:37]([CH3:40])[CH2:36][CH2:35][N:34]4[C:28]=3[C:27]([CH:43](Cl)[CH3:44])=[N:26]2)=[CH:22][CH:21]=1. Product: [F:19][C:20]1[CH:47]=[CH:46][C:23]([CH2:24][N:25]2[C:30](=[O:31])[C:29]3[C:32]([O:41][CH3:42])=[C:33]4[C:38](=[O:39])[N:37]([CH3:40])[CH2:36][CH2:35][N:34]4[C:28]=3[C:27]([CH:43]([N:2]3[CH2:3][CH2:4][CH2:5][CH2:6][S:1]3(=[O:8])=[O:7])[CH3:44])=[N:26]2)=[CH:22][CH:21]=1. The catalyst class is: 198. (2) Reactant: [Cl:1][S:2]([C:5]1[CH:6]=[CH:7][C:8]([O:14][CH3:15])=[C:9]([CH:13]=1)[C:10](O)=[O:11])(=[O:4])=[O:3].C(Cl)(C(Cl)=O)=O.[CH3:22][NH:23][CH3:24].C1COCC1. Product: [CH3:22][N:23]([CH3:24])[C:10]([C:9]1[CH:13]=[C:5]([S:2]([Cl:1])(=[O:4])=[O:3])[CH:6]=[CH:7][C:8]=1[O:14][CH3:15])=[O:11]. The catalyst class is: 59. (3) Reactant: [Cl:1][C:2]1[S:3][C:4]([Cl:7])=[CH:5][CH:6]=1.[N+:8]([O-])([O-:10])=[O:9].[Na+]. The catalyst class is: 65. Product: [Cl:1][C:2]1[S:3][C:4]([Cl:7])=[CH:5][CH:6]=1.[N+:8]([C:6]1[CH:5]=[CH:4][S:3][CH:2]=1)([O-:10])=[O:9].